The task is: Predict the reactants needed to synthesize the given product.. This data is from Full USPTO retrosynthesis dataset with 1.9M reactions from patents (1976-2016). (1) Given the product [CH2:1]([O:3][C:4](=[O:12])[C:5]([CH:7]1[CH2:11][CH2:10][O:9][CH:8]1[O:16][CH2:14][CH3:15])=[O:6])[CH3:2], predict the reactants needed to synthesize it. The reactants are: [CH2:1]([O:3][C:4](=[O:12])[C:5]([C:7]1[CH2:11][CH2:10][O:9][CH:8]=1)=[O:6])[CH3:2].C.[CH2:14]([OH:16])[CH3:15]. (2) The reactants are: [H-].[Na+].C(OP([CH2:11][C:12](=[O:17])[N:13]([O:15][CH3:16])[CH3:14])(=O)OCC)C.[NH:18]1[C:26]2[C:21](=[CH:22][C:23]([CH:27]=O)=[CH:24][CH:25]=2)[CH:20]=[CH:19]1.N1C2C(=CC=CC=2)C=C1. Given the product [CH3:16][O:15][N:13]([CH3:14])[C:12](=[O:17])[CH:11]=[CH:27][C:23]1[CH:22]=[C:21]2[C:26](=[CH:25][CH:24]=1)[NH:18][CH:19]=[CH:20]2, predict the reactants needed to synthesize it. (3) Given the product [Cl:1][C:2]1[CH:7]=[CH:6][CH:5]=[CH:4][C:3]=1[NH:8][C:9]([C:11]1[N:23]([C:24]2[CH:29]=[CH:28][C:27]([F:30])=[CH:26][CH:25]=2)[C:14]2[N:15]=[C:16]([NH:41][CH:42]([CH3:47])[C:43]([OH:45])([CH3:46])[CH3:44])[N:17]=[CH:18][C:13]=2[CH:12]=1)=[O:10], predict the reactants needed to synthesize it. The reactants are: [Cl:1][C:2]1[CH:7]=[CH:6][CH:5]=[CH:4][C:3]=1[NH:8][C:9]([C:11]1[N:23]([C:24]2[CH:29]=[CH:28][C:27]([F:30])=[CH:26][CH:25]=2)[C:14]2[N:15]=[C:16](S(C)(=O)=O)[N:17]=[CH:18][C:13]=2[CH:12]=1)=[O:10].C(N(C(C)C)CC)(C)C.Cl.[NH2:41][CH:42]([CH3:47])[C:43]([CH3:46])([OH:45])[CH3:44]. (4) Given the product [N:5]([C:6]1[C:11]([OH:12])=[CH:10][CH:9]=[C:8]([CH3:13])[CH:7]=1)=[N+:14]=[N-:15], predict the reactants needed to synthesize it. The reactants are: N([O-])=O.[Na+].[NH2:5][C:6]1[C:11]([OH:12])=[CH:10][CH:9]=[C:8]([CH3:13])[CH:7]=1.[N-:14]=[N+:15]=[N-].[Na+]. (5) Given the product [CH3:29][CH:28]1[CH2:27][C:26]2[C:21](=[CH:22][C:23]([CH:30]3[CH2:31][CH2:32][N:33]([S:38]([CH3:37])(=[O:40])=[O:39])[CH2:34][CH2:35]3)=[CH:24][CH:25]=2)[CH2:20][N:19]1[C:17]1[CH:18]=[C:13]([N:10]2[CH2:11][CH2:12][N:7]([CH3:6])[CH2:8][CH2:9]2)[N:14]=[C:15]([NH2:36])[N:16]=1, predict the reactants needed to synthesize it. The reactants are: Cl.Cl.Cl.Cl.Cl.[CH3:6][N:7]1[CH2:12][CH2:11][N:10]([C:13]2[CH:18]=[C:17]([N:19]3[CH:28]([CH3:29])[CH2:27][C:26]4[C:21](=[CH:22][C:23]([CH:30]5[CH2:35][CH2:34][NH:33][CH2:32][CH2:31]5)=[CH:24][CH:25]=4)[CH2:20]3)[N:16]=[C:15]([NH2:36])[N:14]=2)[CH2:9][CH2:8]1.[CH3:37][S:38](Cl)(=[O:40])=[O:39].